Task: Predict the reactants needed to synthesize the given product.. Dataset: Full USPTO retrosynthesis dataset with 1.9M reactions from patents (1976-2016) Given the product [CH:1]1([N:6]2[CH2:12][C:11]([F:14])([F:13])[C:10](=[O:15])[N:9]([CH3:16])[C:8]3[CH:17]=[N:18][C:19]([NH:21][C:22]4[CH:30]=[CH:29][C:25]([C:26]([NH:83][CH2:82][CH2:81][CH2:80][N:79]([CH3:84])[CH3:78])=[O:28])=[CH:24][C:23]=4[C:31]([F:34])([F:33])[F:32])=[N:20][C:7]2=3)[CH2:2][CH2:3][CH2:4][CH2:5]1, predict the reactants needed to synthesize it. The reactants are: [CH:1]1([N:6]2[CH2:12][C:11]([F:14])([F:13])[C:10](=[O:15])[N:9]([CH3:16])[C:8]3[CH:17]=[N:18][C:19]([NH:21][C:22]4[CH:30]=[CH:29][C:25]([C:26]([OH:28])=O)=[CH:24][C:23]=4[C:31]([F:34])([F:33])[F:32])=[N:20][C:7]2=3)[CH2:5][CH2:4][CH2:3][CH2:2]1.ON1C2C=CC=CC=2N=N1.F[P-](F)(F)(F)(F)F.CN(C(N(C)C)=[N+]1C2C=CC=CC=2[N+]([O-])=N1)C.C(N(C(C)C)CC)(C)C.[CH3:78][N:79]([CH3:84])[CH2:80][CH2:81][CH2:82][NH2:83].